This data is from Experimentally validated miRNA-target interactions with 360,000+ pairs, plus equal number of negative samples. The task is: Binary Classification. Given a miRNA mature sequence and a target amino acid sequence, predict their likelihood of interaction. (1) The miRNA is hsa-miR-4511 with sequence GAAGAACUGUUGCAUUUGCCCU. The protein sequence of the target gene is MGMLARVALGLIIIDAVLAAPTTELFNYDSEVYDAILEDTGTFYNYEHIPDNHVENEKVSERLSGNRELLTPGPQLGDNQDEDKDEESTPRLIDGSSPQEPEFPGLLGPHTNEDFPTCLLCTCISTTVYCDDHELDAIPPLPKKTTYFYSRFNRIKKINKNDFASLNDLKRIDLTSNLISEIDEDAFRKLPHLQELVLRDNKIKQLPELPNTLTFIDISNNRLGRKGIKQEAFKDMYDLHHLYITDNSLDHIPLPLPESLRALHLQNNDILEMHEDTFCNVKNLTYVRKALEDIRLDGNP.... Result: 0 (no interaction). (2) The protein sequence of the target gene is MPNFAGTWKMRSSENFDELLKALGVNAMLRKVAVAAASKPHVEIRQDGDQFYIKTSTTVRTTEINFKVGEGFEEETVDGRKCRSLATWENENKIHCTQTLLEGDGPKTYWTRELANDELILTFGADDVVCTRIYVRE. Result: 0 (no interaction). The miRNA is hsa-miR-4756-5p with sequence CAGGGAGGCGCUCACUCUCUGCU. (3) The miRNA is hsa-miR-302c-3p with sequence UAAGUGCUUCCAUGUUUCAGUGG. The protein sequence of the target gene is MGEKVSEAPEPVPRGCSGHGARTLVSSAAAVSSEGASSAESSSGSETLSEEGEPSRFSCRSQPPRPPGGALGTRLPAAWAPARVALERGVPTLPLPHPGGAVLPVPQVSSASQEEQDEELDHILSPPPMPFRKCSNPDVACGLGKSLKYKRQLSEDGKQLRRGSLGGALTGRYLLPNPVAGQAWPASAETSNLVRMRSQALGQSAPSLTASLKELSLPRRGSLCRTSNRKSLIGNGQSPALPRPHSPLSAHAGNSPQDSPRNFSPSASAHFSFARRTDGRRWSLASLPSSGYGTNTPSST.... Result: 0 (no interaction). (4) Result: 0 (no interaction). The miRNA is hsa-let-7i-5p with sequence UGAGGUAGUAGUUUGUGCUGUU. The protein sequence of the target gene is MAASKVKQDMPPPGGYGPIDYKRNLPRRGLSGYSMFAVGIGALIFGYWRMMRWNQERRRLLIEDLEARIALMPLFQAEKDRRTLQILRENLEEEAIIMKDVPNWKVGESVFHTTRWVPPLIGEMYGLRTKEEMSNANFGFTWYT.